Dataset: Peptide-MHC class II binding affinity with 134,281 pairs from IEDB. Task: Regression. Given a peptide amino acid sequence and an MHC pseudo amino acid sequence, predict their binding affinity value. This is MHC class II binding data. (1) The peptide sequence is TSKLDAAYKLAYKTAEGATP. The MHC is HLA-DQA10102-DQB10602 with pseudo-sequence HLA-DQA10102-DQB10602. The binding affinity (normalized) is 0.848. (2) The peptide sequence is EAKYDAYVATVSEAL. The MHC is DRB1_1201 with pseudo-sequence DRB1_1201. The binding affinity (normalized) is 0.0432. (3) The peptide sequence is ILDGLQTDELCPCNRAIGGATL. The MHC is HLA-DQA10103-DQB10603 with pseudo-sequence HLA-DQA10103-DQB10603. The binding affinity (normalized) is 0.